Dataset: Full USPTO retrosynthesis dataset with 1.9M reactions from patents (1976-2016). Task: Predict the reactants needed to synthesize the given product. Given the product [Cl:1][C:2]1[CH:3]=[CH:4][CH:5]=[C:6]2[C:11]=1[CH:10]=[C:9]([C:12]#[N:15])[CH:8]=[CH:7]2, predict the reactants needed to synthesize it. The reactants are: [Cl:1][C:2]1[CH:3]=[CH:4][CH:5]=[C:6]2[C:11]=1[CH:10]=[C:9]([CH:12]=O)[CH:8]=[CH:7]2.Cl.[NH2:15]O.